The task is: Predict the product of the given reaction.. This data is from Forward reaction prediction with 1.9M reactions from USPTO patents (1976-2016). Given the reactants [I-].[NH2:2][C:3]1[N:8]=[C:7]([NH:9][C:10]2[CH:15]=[C:14]([C:16](=[O:18])[CH3:17])[CH:13]=[C:12]([C:19](=[O:21])[CH3:20])[CH:11]=2)[CH:6]=[C:5]([CH3:22])[N+:4]=1[CH3:23].CO.O.[OH-].[Na+], predict the reaction product. The product is: [NH2:2][C:3]1[N:4]([CH3:23])[C:5]([CH3:22])=[CH:6][C:7](=[N:9][C:10]2[CH:11]=[C:12]([C:19](=[O:21])[CH3:20])[CH:13]=[C:14]([C:16](=[O:18])[CH3:17])[CH:15]=2)[N:8]=1.